Task: Predict the reaction yield, written as a fraction of the theoretical maximum amount of product (1.0 means a 100% yield; for example, 0.34 means a 34% yield).. Dataset: Reaction yield outcomes from USPTO patents with 853,638 reactions (1) The reactants are [OH:1][CH2:2][CH2:3][C:4]1[CH:5]=[C:6]([N:10]2[CH2:14][CH2:13][O:12][C:11]2=[O:15])[CH:7]=[CH:8][CH:9]=1.[CH3:16][S:17](Cl)(=[O:19])=[O:18]. No catalyst specified. The product is [CH3:16][S:17]([O:1][CH2:2][CH2:3][C:4]1[CH:9]=[CH:8][CH:7]=[C:6]([N:10]2[CH2:14][CH2:13][O:12][C:11]2=[O:15])[CH:5]=1)(=[O:19])=[O:18]. The yield is 0.930. (2) The reactants are N[C:2]1[CH:9]=[C:8]([C:10]([F:13])([F:12])[F:11])[C:7]([O:14][CH2:15][C:16]([F:19])([F:18])[F:17])=[CH:6][C:3]=1[C:4]#[N:5].N(OCCC(C)C)=O. The catalyst is C1COCC1.CC(OC)(C)C. The product is [F:17][C:16]([F:18])([F:19])[CH2:15][O:14][C:7]1[CH:6]=[C:3]([CH:2]=[CH:9][C:8]=1[C:10]([F:13])([F:11])[F:12])[C:4]#[N:5]. The yield is 0.790. (3) The reactants are FC(F)(F)S(O[C:7]1[CH:15]=[C:14]2[C:10]([C:11]([CH3:23])=[N:12][N:13]2[S:16]([C:19]([F:22])([F:21])[F:20])(=[O:18])=[O:17])=[CH:9][CH:8]=1)(=O)=O.[CH2:26](N(CC)CC)C.[CH3:33][OH:34].[OH2:35]. The catalyst is CN(C=O)C.C([O-])(=O)C.[Pd+2].C([O-])(=O)C.C1(P(C2C=CC=CC=2)[C-]2C=CC=C2)C=CC=CC=1.[C-]1(P(C2C=CC=CC=2)C2C=CC=CC=2)C=CC=C1.[Fe+2]. The product is [CH3:23][C:11]1[C:10]2[C:14](=[CH:15][C:7]([C:33]([O:35][CH3:26])=[O:34])=[CH:8][CH:9]=2)[N:13]([S:16]([C:19]([F:22])([F:21])[F:20])(=[O:18])=[O:17])[N:12]=1. The yield is 0.690. (4) The reactants are C(O)(C(F)(F)F)=O.[Br:8][C:9]1[CH:42]=[CH:41][C:12]([NH:13][C:14]2[C:23]3[C:18](=[CH:19][C:20]([O:26][CH2:27][CH:28]4[CH2:33][CH2:32][N:31](C(OC(C)(C)C)=O)[CH2:30][CH2:29]4)=[C:21]([O:24][CH3:25])[CH:22]=3)[N:17]=[CH:16][N:15]=2)=[C:11]([F:43])[CH:10]=1. The catalyst is C(Cl)Cl. The product is [Br:8][C:9]1[CH:42]=[CH:41][C:12]([NH:13][C:14]2[C:23]3[C:18](=[CH:19][C:20]([O:26][CH2:27][CH:28]4[CH2:29][CH2:30][NH:31][CH2:32][CH2:33]4)=[C:21]([O:24][CH3:25])[CH:22]=3)[N:17]=[CH:16][N:15]=2)=[C:11]([F:43])[CH:10]=1. The yield is 0.705. (5) The reactants are [C:1]([N:4]1[C:13]2[C:8](=[CH:9][CH:10]=[CH:11][CH:12]=2)[C:7](=O)[CH2:6][CH:5]1[CH3:15])(=[O:3])[CH3:2].[O:16]1[CH2:21][CH2:20][N:19]([C:22]2[CH:28]=[CH:27][C:25]([NH2:26])=[CH:24][CH:23]=2)[CH2:18][CH2:17]1.[ClH:29]. No catalyst specified. The product is [C:1]([N:4]1[C:13]2[C:8](=[CH:9][CH:10]=[CH:11][CH:12]=2)[C@H:7]([NH:26][C:25]2[CH:24]=[CH:23][C:22]([N:19]3[CH2:20][CH2:21][O:16][CH2:17][CH2:18]3)=[CH:28][CH:27]=2)[CH2:6][C@@H:5]1[CH3:15])(=[O:3])[CH3:2].[ClH:29]. The yield is 0.330. (6) The reactants are [CH3:1][C:2]1[N:3]=[C:4]2[C:9]([NH:10][CH:11]3[C:20]4[C:15](=[CH:16][CH:17]=[CH:18][C:19]=4[CH3:21])[O:14][CH2:13][CH2:12]3)=[CH:8][C:7]([C:22]([OH:24])=O)=[CH:6][N:5]2[C:25]=1[CH3:26].[CH3:27][NH:28][CH2:29][CH2:30][OH:31].Cl.CN(C)CCCN=C=NCC.O.ON1C2C=CC=CC=2N=N1. The catalyst is ClCCl. The product is [OH:31][CH2:30][CH2:29][N:28]([CH3:27])[C:22]([C:7]1[CH:8]=[C:9]([NH:10][CH:11]2[C:20]3[C:15](=[CH:16][CH:17]=[CH:18][C:19]=3[CH3:21])[O:14][CH2:13][CH2:12]2)[C:4]2[N:5]([C:25]([CH3:26])=[C:2]([CH3:1])[N:3]=2)[CH:6]=1)=[O:24]. The yield is 0.630. (7) The product is [F:4][C:5]1[CH:6]=[C:7]([C:8](=[NH:9])[O:2][CH3:1])[CH:10]=[CH:11][CH:12]=1. The reactants are [CH3:1][O:2][Na].[F:4][C:5]1[CH:6]=[C:7]([CH:10]=[CH:11][CH:12]=1)[C:8]#[N:9]. The catalyst is CO. The yield is 0.990. (8) The reactants are [F:1][C:2]1[CH:7]=[CH:6][C:5]([C:8]2[N:9]=[C:10]([CH:20]([CH3:22])[CH3:21])[NH:11][C:12]=2[C:13]2[CH:18]=[CH:17][CH:16]=[C:15]([CH3:19])[N:14]=2)=[CH:4][C:3]=1B1OC(C)(C)C(C)(C)O1.Br[C:33]1[CH:38]=[CH:37][C:36]([S:39]([CH3:42])(=[O:41])=[O:40])=[CH:35][N:34]=1. The catalyst is COCCOC.C(OCC)(=O)C. The product is [F:1][C:2]1[CH:7]=[CH:6][C:5]([C:8]2[N:9]=[C:10]([CH:20]([CH3:22])[CH3:21])[NH:11][C:12]=2[C:13]2[CH:18]=[CH:17][CH:16]=[C:15]([CH3:19])[N:14]=2)=[CH:4][C:3]=1[C:33]1[CH:38]=[CH:37][C:36]([S:39]([CH3:42])(=[O:41])=[O:40])=[CH:35][N:34]=1. The yield is 0.560.